Dataset: Catalyst prediction with 721,799 reactions and 888 catalyst types from USPTO. Task: Predict which catalyst facilitates the given reaction. (1) Reactant: [Cl:1][C:2]1[CH:7]=[CH:6][CH:5]=[C:4]([Cl:8])[C:3]=1[NH:9][C:10]1[N:14]([CH3:15])[C:13]2[CH:16]=[CH:17][C:18]([C:20]([OH:22])=[O:21])=[CH:19][C:12]=2[N:11]=1.CN(C(O[N:31]1[N:39]=[N:38][C:33]2[CH:34]=[CH:35][CH:36]=[CH:37][C:32]1=2)=[N+](C)C)C.[B-](F)(F)(F)F. Product: [N:38]1([O:21][C:20]([C:18]2[CH:17]=[CH:16][C:13]3[N:14]([CH3:15])[C:10]([NH:9][C:3]4[C:4]([Cl:8])=[CH:5][CH:6]=[CH:7][C:2]=4[Cl:1])=[N:11][C:12]=3[CH:19]=2)=[O:22])[C:33]2[CH:34]=[CH:35][CH:36]=[CH:37][C:32]=2[N:31]=[N:39]1. The catalyst class is: 3. (2) Reactant: [NH2:1][C:2]1[C:3]2[C:10]([C:11]3[CH:16]=[CH:15][C:14]([O:17][C:18]4[CH:23]=[CH:22][CH:21]=[CH:20][CH:19]=4)=[CH:13][CH:12]=3)=[CH:9][NH:8][C:4]=2[N:5]=[CH:6][N:7]=1.[H-].[Na+].CC1C=CC(S(O[CH:37]2[CH2:42][CH2:41][N:40]([C:43]([O:45][C:46]([CH3:49])([CH3:48])[CH3:47])=[O:44])[CH2:39][CH2:38]2)(=O)=O)=CC=1. Product: [C:46]([O:45][C:43]([N:40]1[CH2:41][CH2:42][CH:37]([N:8]2[C:4]3[N:5]=[CH:6][N:7]=[C:2]([NH2:1])[C:3]=3[C:10]([C:11]3[CH:12]=[CH:13][C:14]([O:17][C:18]4[CH:23]=[CH:22][CH:21]=[CH:20][CH:19]=4)=[CH:15][CH:16]=3)=[CH:9]2)[CH2:38][CH2:39]1)=[O:44])([CH3:49])([CH3:47])[CH3:48]. The catalyst class is: 3.